From a dataset of NCI-60 drug combinations with 297,098 pairs across 59 cell lines. Regression. Given two drug SMILES strings and cell line genomic features, predict the synergy score measuring deviation from expected non-interaction effect. (1) Drug 2: CCC1=C2CN3C(=CC4=C(C3=O)COC(=O)C4(CC)O)C2=NC5=C1C=C(C=C5)O. Synergy scores: CSS=25.8, Synergy_ZIP=-1.69, Synergy_Bliss=3.84, Synergy_Loewe=2.66, Synergy_HSA=6.37. Cell line: SNB-75. Drug 1: CCC1(CC2CC(C3=C(CCN(C2)C1)C4=CC=CC=C4N3)(C5=C(C=C6C(=C5)C78CCN9C7C(C=CC9)(C(C(C8N6C)(C(=O)OC)O)OC(=O)C)CC)OC)C(=O)OC)O.OS(=O)(=O)O. (2) Drug 1: CC1=C(C(=CC=C1)Cl)NC(=O)C2=CN=C(S2)NC3=CC(=NC(=N3)C)N4CCN(CC4)CCO. Drug 2: COCCOC1=C(C=C2C(=C1)C(=NC=N2)NC3=CC=CC(=C3)C#C)OCCOC.Cl. Cell line: SR. Synergy scores: CSS=-1.10, Synergy_ZIP=0.828, Synergy_Bliss=0.539, Synergy_Loewe=-1.60, Synergy_HSA=-1.93. (3) Drug 1: CN(CCCl)CCCl.Cl. Drug 2: C1CCC(C(C1)N)N.C(=O)(C(=O)[O-])[O-].[Pt+4]. Cell line: K-562. Synergy scores: CSS=28.9, Synergy_ZIP=-0.590, Synergy_Bliss=0.772, Synergy_Loewe=-20.8, Synergy_HSA=0.645.